This data is from Catalyst prediction with 721,799 reactions and 888 catalyst types from USPTO. The task is: Predict which catalyst facilitates the given reaction. (1) Reactant: [Cl:1][C:2]1[S:6][C:5]([C:7]([OH:9])=[O:8])=[CH:4][CH:3]=1.[CH:10]1([CH2:16]Br)[CH2:15][CH2:14][CH2:13][CH2:12][CH2:11]1.C(=O)([O-])[O-].[K+].[K+]. Product: [Cl:1][C:2]1[S:6][C:5]([C:7]([O:9][CH2:16][CH:10]2[CH2:15][CH2:14][CH2:13][CH2:12][CH2:11]2)=[O:8])=[CH:4][CH:3]=1. The catalyst class is: 6. (2) Reactant: [C:1]([O:5][C:6]([NH:8][C@@H:9]([C@@H:13]([NH:15][C:16]1[CH:21]=[CH:20][CH:19]=[CH:18][C:17]=1[N+:22]([O-])=O)[CH3:14])[C:10]([OH:12])=[O:11])=[O:7])([CH3:4])([CH3:3])[CH3:2]. Product: [NH2:22][C:17]1[CH:18]=[CH:19][CH:20]=[CH:21][C:16]=1[NH:15][C@@H:13]([CH3:14])[C@H:9]([NH:8][C:6]([O:5][C:1]([CH3:4])([CH3:3])[CH3:2])=[O:7])[C:10]([OH:12])=[O:11]. The catalyst class is: 8. (3) Reactant: O[CH2:2][CH2:3][CH2:4][N:5]([CH2:12][C:13]([O:15][C:16]([CH3:19])([CH3:18])[CH3:17])=[O:14])[C:6](=[O:11])[C:7]([F:10])([F:9])[F:8].C1(P(C2C=CC=CC=2)C2C=CC=CC=2)C=CC=CC=1.C(Br)(Br)(Br)[Br:40]. Product: [C:16]([O:15][C:13](=[O:14])[CH2:12][N:5]([CH2:4][CH2:3][CH2:2][Br:40])[C:6](=[O:11])[C:7]([F:10])([F:9])[F:8])([CH3:19])([CH3:18])[CH3:17]. The catalyst class is: 841. (4) Reactant: F[C:2]1[N:7]2[CH:8]=[C:9]([CH2:11][N:12]3[C@H:25]4[C@H:16]([CH2:17][CH2:18][C:19]5[C:24]4=[N:23][CH:22]=[CH:21][CH:20]=5)[CH2:15][CH2:14][CH2:13]3)[N:10]=[C:6]2[CH:5]=[CH:4][CH:3]=1.[NH:26]1[CH2:32][CH2:31][CH2:30][NH:29][CH2:28][CH2:27]1.CN1CCCC1=O. Product: [N:26]1([C:2]2[N:7]3[CH:8]=[C:9]([CH2:11][N:12]4[C@H:25]5[C@H:16]([CH2:17][CH2:18][C:19]6[C:24]5=[N:23][CH:22]=[CH:21][CH:20]=6)[CH2:15][CH2:14][CH2:13]4)[N:10]=[C:6]3[CH:5]=[CH:4][CH:3]=2)[CH2:32][CH2:31][CH2:30][NH:29][CH2:28][CH2:27]1. The catalyst class is: 6. (5) Reactant: [Cl:1][C:2]1[CH:3]=[C:4]([CH:8]=[C:9]([OH:11])[CH:10]=1)[C:5]([OH:7])=[O:6].[OH-].[Na+].Cl[CH:15]([F:17])[F:16]. Product: [Cl:1][C:2]1[CH:3]=[C:4]([CH:8]=[C:9]([O:11][CH:15]([F:17])[F:16])[CH:10]=1)[C:5]([OH:7])=[O:6]. The catalyst class is: 22. (6) Reactant: [CH3:1][O:2][C:3](=[O:27])[CH2:4][CH2:5][CH2:6][CH2:7][CH2:8][O:9][C:10]1[CH:11]=[CH:12][C:13]2[N:17]=[C:16](Cl)[N:15]([C:19]3[CH:24]=[CH:23][C:22]([CH3:25])=[CH:21][CH:20]=3)[C:14]=2[CH:26]=1.C(=O)([O-])[O-].[K+].[K+].[C:34]1([SH:40])[CH:39]=[CH:38][CH:37]=[CH:36][CH:35]=1.[Cl-].[NH4+]. Product: [CH3:1][O:2][C:3](=[O:27])[CH2:4][CH2:5][CH2:6][CH2:7][CH2:8][O:9][C:10]1[CH:11]=[CH:12][C:13]2[N:17]=[C:16]([S:40][C:34]3[CH:39]=[CH:38][CH:37]=[CH:36][CH:35]=3)[N:15]([C:19]3[CH:24]=[CH:23][C:22]([CH3:25])=[CH:21][CH:20]=3)[C:14]=2[CH:26]=1. The catalyst class is: 35. (7) Reactant: Br[C:2]1[CH:7]=[CH:6][C:5]([C:8]2([C:11]3[N:15]4[CH2:16][CH2:17][S:18][C:19]([CH2:22][O:23][Si:24]([C:27]([CH3:30])([CH3:29])[CH3:28])([CH3:26])[CH3:25])([CH3:21])[CH2:20][C:14]4=[N:13][N:12]=3)[CH2:10][CH2:9]2)=[CH:4][CH:3]=1.[CH3:31][N:32]1[CH:36]=[C:35](B2OC(C)(C)C(C)(C)O2)[CH:34]=[N:33]1.C(=O)([O-])[O-].[K+].[K+].C(=O)([O-])O.[Na+]. Product: [Si:24]([O:23][CH2:22][C:19]1([CH3:21])[S:18][CH2:17][CH2:16][N:15]2[C:11]([C:8]3([C:5]4[CH:6]=[CH:7][C:2]([C:35]5[CH:34]=[N:33][N:32]([CH3:31])[CH:36]=5)=[CH:3][CH:4]=4)[CH2:10][CH2:9]3)=[N:12][N:13]=[C:14]2[CH2:20]1)([C:27]([CH3:30])([CH3:29])[CH3:28])([CH3:26])[CH3:25]. The catalyst class is: 437. (8) Reactant: Cl[C:2]1[C:7]([N+:8]([O-:10])=[O:9])=[CH:6][CH:5]=[CH:4][N:3]=1.[CH3:11][NH2:12]. Product: [CH3:11][NH:12][C:2]1[C:7]([N+:8]([O-:10])=[O:9])=[CH:6][CH:5]=[CH:4][N:3]=1. The catalyst class is: 10.